The task is: Predict the reactants needed to synthesize the given product.. This data is from Full USPTO retrosynthesis dataset with 1.9M reactions from patents (1976-2016). (1) Given the product [O:27]=[C:26]1[C:25](=[CH:1][C:3]2[O:7][C:6]([C:8]3[CH:9]=[CH:10][C:11]([C:12]([OH:14])=[O:13])=[CH:15][CH:16]=3)=[CH:5][CH:4]=2)[S:24][C:23](=[S:28])[N:22]1[CH2:21][C:20]1[CH:29]=[CH:30][CH:31]=[CH:32][C:19]=1[C:18]([F:34])([F:33])[F:17], predict the reactants needed to synthesize it. The reactants are: [CH:1]([C:3]1[O:7][C:6]([C:8]2[CH:16]=[CH:15][C:11]([C:12]([OH:14])=[O:13])=[CH:10][CH:9]=2)=[CH:5][CH:4]=1)=O.[F:17][C:18]([F:34])([F:33])[C:19]1[CH:32]=[CH:31][CH:30]=[CH:29][C:20]=1[CH2:21][N:22]1[C:26](=[O:27])[CH2:25][S:24][C:23]1=[S:28].Cl. (2) Given the product [F:24][C:25]1[CH:30]=[C:29]([F:31])[CH:28]=[CH:27][C:26]=1[O:5][CH:6]1[CH2:9][N:8]([C:10]2[N:19]=[CH:18][C:17]([C:20]([F:23])([F:22])[F:21])=[CH:16][C:11]=2[C:12]([OH:14])=[O:13])[CH2:7]1, predict the reactants needed to synthesize it. The reactants are: CS([O:5][CH:6]1[CH2:9][N:8]([C:10]2[N:19]=[CH:18][C:17]([C:20]([F:23])([F:22])[F:21])=[CH:16][C:11]=2[C:12]([O:14]C)=[O:13])[CH2:7]1)(=O)=O.[F:24][C:25]1[CH:30]=[C:29]([F:31])[CH:28]=[CH:27][C:26]=1O. (3) Given the product [Br:1][C:2]1[N:3]2[C:13](=[O:14])[CH:12]=[C:11]([CH2:10][Cl:9])[N:8]=[C:4]2[S:5][C:6]=1[Cl:7], predict the reactants needed to synthesize it. The reactants are: [Br:1][C:2]1[N:3]=[C:4]([NH2:8])[S:5][C:6]=1[Cl:7].[Cl:9][CH2:10][C:11](=O)[CH2:12][C:13](OCC)=[O:14]. (4) The reactants are: [CH3:1][C:2]1[C:7]([CH3:8])=[CH:6][C:5]2[N:9]([C@H:12]3[O:16][C@@H:15]([CH2:17][OH:18])[CH:14]([O:19][P:20]([O:23][C@@H:24]([CH2:26][NH:27][C:28]([CH2:30][CH2:31][C@:32]4([CH3:89])[C@@H:33]([CH2:85][C:86]([NH2:88])=[O:87])[C@H:34]5[N-:54][C:53]4=[C:52]([CH3:55])[C:50]4=[N:51][C:47]([C:48]([CH3:62])([CH3:61])[C@@H:49]4[CH2:56][CH2:57][C:58]([NH2:60])=[O:59])=[CH:46][C:44]4=[N:45][C:41]([C@:42]([CH2:69][C:70]([NH2:72])=[O:71])([CH3:68])[C@@H:43]4[CH2:63][CH2:64][C:65]([NH2:67])=[O:66])=[C:40]([CH3:73])[C:38]4=[N:39][C@:35]5([CH3:84])[C@:36]([CH2:80][C:81]([NH2:83])=[O:82])([CH3:79])[C@@H:37]4[CH2:74][CH2:75][C:76]([NH2:78])=[O:77])=[O:29])[CH3:25])([O-:22])=[O:21])[CH:13]3[OH:90])[CH:10]=[N:11][C:4]=2[CH:3]=1.O.[Co+2:92].CC([O:97]C(NCC(O)=O)=O)(C)C.C1C=CC2N(O)N=NC=2C=1.C(Cl)CCl. Given the product [CH3:1][C:2]1[C:7]([CH3:8])=[CH:6][C:5]2[N:9]([C@H:12]3[O:16][C@H:15]([CH2:17][OH:18])[C@@H:14]([O:19][P:20]([O:23][C@@H:24]([CH2:26][NH:27][C:28]([CH2:30][CH2:31][C@:32]4([CH3:89])[C@@H:33]([CH2:85][C:86]([NH2:88])=[O:87])[C@H:34]5[N-:54][C:53]4=[C:52]([CH3:55])[C:50]4=[N:51][C:47]([C:48]([CH3:62])([CH3:61])[C@@H:49]4[CH2:56][CH2:57][C:58]([NH2:60])=[O:59])=[CH:46][C:44]4=[N:45][C:41]([C@:42]([CH2:69][C:70]([NH2:72])=[O:71])([CH3:68])[C@@H:43]4[CH2:63][CH2:64][C:65]([NH2:67])=[O:66])=[C:40]([CH3:73])[C:38]4=[N:39][C@:35]5([CH3:84])[C@:36]([CH2:80][C:81]([NH2:83])=[O:82])([CH3:79])[C@@H:37]4[CH2:74][CH2:75][C:76]([NH2:78])=[O:77])=[O:29])[CH3:25])([O-:22])=[O:21])[C@H:13]3[OH:90])[CH:10]=[N:11][C:4]=2[CH:3]=1.[OH3+:97].[Co:92], predict the reactants needed to synthesize it. (5) Given the product [OH:1][CH2:2][CH2:3][CH2:4][CH2:5][C:6]1[CH:18]=[C:17]2[C:9]([C:10]3[CH:11]=[CH:12][C:13]([OH:21])=[CH:14][C:15]=3[C:16]2([CH3:19])[CH3:20])=[CH:8][CH:7]=1, predict the reactants needed to synthesize it. The reactants are: [OH:1][CH2:2][CH2:3][C:4]#[C:5][C:6]1[CH:18]=[C:17]2[C:9]([C:10]3[CH:11]=[CH:12][C:13]([OH:21])=[CH:14][C:15]=3[C:16]2([CH3:20])[CH3:19])=[CH:8][CH:7]=1. (6) Given the product [CH3:16][C:17]1[CH:22]=[CH:21][C:20]([C:2]2[CH:7]=[CH:6][C:5]([CH:8]([CH3:15])[CH2:9][NH:10][S:11]([CH3:14])(=[O:13])=[O:12])=[CH:4][CH:3]=2)=[CH:19][CH:18]=1, predict the reactants needed to synthesize it. The reactants are: Br[C:2]1[CH:7]=[CH:6][C:5]([CH:8]([CH3:15])[CH2:9][NH:10][S:11]([CH3:14])(=[O:13])=[O:12])=[CH:4][CH:3]=1.[CH3:16][C:17]1[CH:22]=[CH:21][C:20](B(O)O)=[CH:19][CH:18]=1.C(=O)([O-])[O-].[K+].[K+].O. (7) Given the product [CH3:17][O:16][C:14](=[O:15])[CH:13]([C:2]1[CH:7]=[C:6]([F:8])[CH:5]=[CH:4][C:3]=1[N+:9]([O-:11])=[O:10])[C:12]([O:19][CH3:20])=[O:18], predict the reactants needed to synthesize it. The reactants are: F[C:2]1[CH:7]=[C:6]([F:8])[CH:5]=[CH:4][C:3]=1[N+:9]([O-:11])=[O:10].[C:12]([O:19][CH3:20])(=[O:18])[CH2:13][C:14]([O:16][CH3:17])=[O:15].C(=O)([O-])[O-].[K+].[K+].Cl. (8) Given the product [C:21]([O:38][CH2:39][CH:40]([CH2:42][O:43][C:44](=[O:46])[CH3:45])[O:19][C:1](=[O:20])[CH2:2][CH2:3][CH2:4][CH2:5][CH2:6][CH2:7][CH2:8]/[CH:9]=[CH:10]\[CH2:11]/[CH:12]=[CH:13]\[CH2:14][CH2:15][CH2:16][CH2:17][CH3:18])(=[O:37])[CH2:22][CH2:23][CH2:24][CH2:25][CH2:26][CH2:27][CH2:28][CH2:29][CH2:30][CH2:31][CH2:32][CH2:33][CH2:34][CH2:35][CH3:36], predict the reactants needed to synthesize it. The reactants are: [C:1]([OH:20])(=[O:19])[CH2:2][CH2:3][CH2:4][CH2:5][CH2:6][CH2:7][CH2:8]/[CH:9]=[CH:10]\[CH2:11]/[CH:12]=[CH:13]\[CH2:14][CH2:15][CH2:16][CH2:17][CH3:18].[C:21]([O:38][CH2:39][CH:40]([CH2:42][O:43][C:44](=[O:46])[CH3:45])O)(=[O:37])[CH2:22][CH2:23][CH2:24][CH2:25][CH2:26][CH2:27][CH2:28][CH2:29][CH2:30][CH2:31][CH2:32][CH2:33][CH2:34][CH2:35][CH3:36].